Dataset: Full USPTO retrosynthesis dataset with 1.9M reactions from patents (1976-2016). Task: Predict the reactants needed to synthesize the given product. (1) Given the product [C:1]([O:5][C:6]([N:8]1[CH2:13][CH2:12][CH2:11][CH:10]([CH2:14][CH2:15][O:16][C:32]2[CH:37]=[CH:36][CH:35]=[CH:34][C:33]=2[Cl:38])[CH2:9]1)=[O:7])([CH3:4])([CH3:3])[CH3:2], predict the reactants needed to synthesize it. The reactants are: [C:1]([O:5][C:6]([N:8]1[CH2:13][CH2:12][CH2:11][CH:10]([CH2:14][CH2:15][OH:16])[CH2:9]1)=[O:7])([CH3:4])([CH3:3])[CH3:2].C(OC(N1CCCC(CO[C:32]2[CH:37]=[CH:36][CH:35]=[CH:34][C:33]=2[Cl:38])C1)=O)(C)(C)C. (2) Given the product [O:39]1[CH2:40][CH2:30][O:31][C:32]2[CH:33]=[C:34]([NH:35][C:15]([C:4]3[C:5]4[CH2:14][O:13][C:12]5[CH:11]=[CH:10][CH:9]=[CH:8][C:7]=5[C:6]=4[N:2]([CH3:1])[N:3]=3)=[O:17])[CH:36]=[CH:37][C:38]1=2, predict the reactants needed to synthesize it. The reactants are: [CH3:1][N:2]1[C:6]2[C:7]3[CH:8]=[CH:9][CH:10]=[CH:11][C:12]=3[O:13][CH2:14][C:5]=2[C:4]([C:15]([OH:17])=O)=[N:3]1.C(Cl)(=O)C(Cl)=O.N1C=CC=CC=1.[CH2:30]1[CH2:40][O:39][C:38]2[CH:37]=[CH:36][C:34]([NH2:35])=[CH:33][C:32]=2[O:31]1.